Dataset: Reaction yield outcomes from USPTO patents with 853,638 reactions. Task: Predict the reaction yield, written as a fraction of the theoretical maximum amount of product (1.0 means a 100% yield; for example, 0.34 means a 34% yield). The reactants are [NH:1]([CH3:21])[C@H:2]([C:18]([NH2:20])=[O:19])[CH2:3][C:4]1[CH:9]=[CH:8][C:7]([O:10][CH2:11][C:12]2[CH:17]=[CH:16][CH:15]=[CH:14][CH:13]=2)=[CH:6][CH:5]=1.[N:22]([C:31]([O:33][CH2:34][CH:35]1[C:47]2[C:42](=[CH:43][CH:44]=[CH:45][CH:46]=2)[C:41]2[C:36]1=[CH:37][CH:38]=[CH:39][CH:40]=2)=[O:32])([CH3:30])[C@H:23]([C:27](O)=[O:28])[CH:24]([CH3:26])[CH3:25].O. The catalyst is C1COCC1. The product is [N:22]([C:31]([O:33][CH2:34][CH:35]1[C:47]2[C:42](=[CH:43][CH:44]=[CH:45][CH:46]=2)[C:41]2[C:36]1=[CH:37][CH:38]=[CH:39][CH:40]=2)=[O:32])([CH3:30])[C@H:23]([C:27]([N:1]([CH3:21])[C@H:2]([C:18]([NH2:20])=[O:19])[CH2:3][C:4]1[CH:5]=[CH:6][C:7]([O:10][CH2:11][C:12]2[CH:13]=[CH:14][CH:15]=[CH:16][CH:17]=2)=[CH:8][CH:9]=1)=[O:28])[CH:24]([CH3:26])[CH3:25]. The yield is 0.950.